This data is from Catalyst prediction with 721,799 reactions and 888 catalyst types from USPTO. The task is: Predict which catalyst facilitates the given reaction. Reactant: [N:1]1[N:9]2[C:4]([N:5]=[C:6]3[CH2:15][CH2:14][CH2:13][CH2:12]C[C:7]3=[C:8]2[OH:10])=[CH:3][CH:2]=1.COC(C1CCCCC1=O)=O.N1NC(N)=CC=1. Product: [N:1]1[N:9]2[C:4]([N:5]=[C:6]3[C:7](=[C:8]2[OH:10])[CH2:12][CH2:13][CH2:14][CH2:15]3)=[CH:3][CH:2]=1. The catalyst class is: 15.